From a dataset of Forward reaction prediction with 1.9M reactions from USPTO patents (1976-2016). Predict the product of the given reaction. (1) Given the reactants [CH2:1]([O:3][C:4]1[CH:5]=[C:6]([CH:28]=[C:29]([O:32][CH2:33][CH3:34])[C:30]=1I)[CH2:7][N:8]1[CH2:11][C:10]2([CH2:15][C:14]([N:16]3[CH2:21][CH2:20][C:19]([CH3:27])([C:22]([O:24]CC)=[O:23])[CH2:18][CH2:17]3)=[N:13][O:12]2)[CH2:9]1)[CH3:2].[F:35][C:36]1[CH:41]=[C:40]([F:42])[CH:39]=[CH:38][C:37]=1B(O)O, predict the reaction product. The product is: [CH2:1]([O:3][C:4]1[CH:5]=[C:6]([CH2:7][N:8]2[CH2:9][C:10]3([CH2:15][C:14]([N:16]4[CH2:21][CH2:20][C:19]([CH3:27])([C:22]([OH:24])=[O:23])[CH2:18][CH2:17]4)=[N:13][O:12]3)[CH2:11]2)[CH:28]=[C:29]([O:32][CH2:33][CH3:34])[C:30]=1[C:39]1[CH:38]=[CH:37][C:36]([F:35])=[CH:41][C:40]=1[F:42])[CH3:2]. (2) Given the reactants [Cl:1][C:2]1[CH:12]=[CH:11][C:5]([O:6][CH2:7][C:8]([OH:10])=O)=[C:4]([C:13]2[O:17][N:16]=[CH:15][CH:14]=2)[CH:3]=1.[F:18][C:19]1[CH:32]=[CH:31][C:22]([CH2:23]C2OCCNCC2)=[CH:21][CH:20]=1.CCN=[C:36]=[N:37][CH2:38][CH2:39][CH2:40][N:41]([CH3:43])C.C1C=CC2N(O)N=NC=2C=1.CCN(C(C)C)C(C)C, predict the reaction product. The product is: [Cl:1][C:2]1[CH:12]=[CH:11][C:5]([O:6][CH2:7][C:8]([N:37]2[CH2:38][CH2:39][CH2:40][N:41]([CH2:23][C:22]3[CH:21]=[CH:20][C:19]([F:18])=[CH:32][CH:31]=3)[CH2:43][CH2:36]2)=[O:10])=[C:4]([C:13]2[O:17][N:16]=[CH:15][CH:14]=2)[CH:3]=1. (3) Given the reactants [Na].Cl[C:3]1[C:8]2[N:9]=[N:10][NH:11][C:7]=2[CH:6]=[C:5]([Cl:12])[N:4]=1.[CH2:13]([OH:20])[C:14]1[CH:19]=[CH:18][CH:17]=[CH:16][CH:15]=1, predict the reaction product. The product is: [CH2:13]([O:20][C:3]1[C:8]2[N:9]=[N:10][NH:11][C:7]=2[CH:6]=[C:5]([Cl:12])[N:4]=1)[C:14]1[CH:19]=[CH:18][CH:17]=[CH:16][CH:15]=1. (4) Given the reactants [CH3:1][O:2][C:3]1[CH:8]=[CH:7][N:6]=[C:5]([NH:9][CH2:10][CH2:11][NH:12]C(=O)OC(C)(C)C)[CH:4]=1.FC(F)(F)C([O-])=O.[OH-].[Na+], predict the reaction product. The product is: [NH2:12][CH2:11][CH2:10][NH:9][C:5]1[CH:4]=[C:3]([O:2][CH3:1])[CH:8]=[CH:7][N:6]=1. (5) The product is: [Cl:1][C:2]1[CH:7]=[CH:6][C:5]([C:8]2[C:18]([CH2:19][C:20]3[N:25]=[C:24]([C:26]([O:28][CH3:29])=[O:27])[CH:23]=[CH:22][CH:21]=3)=[C:11]3[CH:12]=[CH:13][C:14]([O:16][CH3:17])=[CH:15][N:10]3[N:9]=2)=[CH:4][CH:3]=1. Given the reactants [Cl:1][C:2]1[CH:7]=[CH:6][C:5]([C:8]2[C:18]([CH:19](O)[C:20]3[N:25]=[C:24]([C:26]([O:28][CH3:29])=[O:27])[CH:23]=[CH:22][CH:21]=3)=[C:11]3[CH:12]=[CH:13][C:14]([O:16][CH3:17])=[CH:15][N:10]3[N:9]=2)=[CH:4][CH:3]=1.C([SiH](CC)CC)C.FC(F)(F)C(O)=O.C(=O)(O)[O-].[Na+], predict the reaction product. (6) Given the reactants [C:1]([O:4][CH2:5][C@H:6]1[CH2:11][C@@H:10]([O:12][C:13](=[O:15])[CH3:14])[CH2:9][CH2:8][C@@:7]1([C@H:17]1[CH2:25][CH2:24][C@@:23]2([CH3:26])[C@@H:19]([CH2:20][C@H:21]([O:28][C:29](=[O:31])[CH3:30])[C:22]2=[CH2:27])[C@@H:18]1[CH2:32][OH:33])[CH3:16])(=[O:3])[CH3:2].C(Cl)Cl.[CH3:37][S:38](Cl)(=[O:40])=[O:39].C([O-])(O)=O.[Na+], predict the reaction product. The product is: [C:1]([O:4][CH2:5][C@H:6]1[CH2:11][C@@H:10]([O:12][C:13](=[O:15])[CH3:14])[CH2:9][CH2:8][C@@:7]1([C@H:17]1[CH2:25][CH2:24][C@@:23]2([CH3:26])[C@@H:19]([CH2:20][C@H:21]([O:28][C:29](=[O:31])[CH3:30])[C:22]2=[CH2:27])[C@@H:18]1[CH2:32][O:33][S:38]([CH3:37])(=[O:40])=[O:39])[CH3:16])(=[O:3])[CH3:2]. (7) Given the reactants [CH3:1][C:2]1[O:6][C:5]([CH:7]([NH2:13])[C:8]2([CH3:12])[CH2:11][O:10][CH2:9]2)=[CH:4][CH:3]=1.C([O:16][C:17]1[C:20](=[O:21])[C:19](=O)[C:18]=1[NH:23][C:24]1[C:25]([OH:33])=[C:26]([CH:30]=[CH:31][CH:32]=1)[C:27]([OH:29])=[O:28])C, predict the reaction product. The product is: [OH:33][C:25]1[C:24]([NH:23][C:18]2[C:17](=[O:16])[C:20](=[O:21])[C:19]=2[NH:13][CH:7]([C:5]2[O:6][C:2]([CH3:1])=[CH:3][CH:4]=2)[C:8]2([CH3:12])[CH2:9][O:10][CH2:11]2)=[CH:32][CH:31]=[CH:30][C:26]=1[C:27]([OH:29])=[O:28]. (8) The product is: [CH3:1][O:2][C:3]1[N:8]=[C:7]([O:9][CH:10]2[CH2:27][CH:26]3[CH:12]([C:13](=[O:33])[N:14]([CH3:32])[CH2:15][CH2:16][CH2:17][CH2:18][CH:19]=[CH:20][CH:21]4[C:23]([C:29]([NH:49][S:46]([C:43]5([CH3:42])[CH2:45][CH2:44]5)(=[O:48])=[O:47])=[O:30])([NH:24][C:25]3=[O:28])[CH2:22]4)[CH2:11]2)[CH:6]=[C:5]([C:34]2[CH:39]=[CH:38][CH:37]=[C:36]([O:40][CH3:41])[CH:35]=2)[N:4]=1. Given the reactants [CH3:1][O:2][C:3]1[N:8]=[C:7]([O:9][CH:10]2[CH2:27][CH:26]3[CH:12]([C:13](=[O:33])[N:14]([CH3:32])[CH2:15][CH2:16][CH2:17][CH2:18][CH:19]=[CH:20][CH:21]4[C:23]([C:29](O)=[O:30])([NH:24][C:25]3=[O:28])[CH2:22]4)[CH2:11]2)[CH:6]=[C:5]([C:34]2[CH:39]=[CH:38][CH:37]=[C:36]([O:40][CH3:41])[CH:35]=2)[N:4]=1.[CH3:42][C:43]1([S:46]([NH2:49])(=[O:48])=[O:47])[CH2:45][CH2:44]1, predict the reaction product. (9) Given the reactants [Br:1][C:2]1[C:3]([F:12])=[C:4]2[C:10]([NH2:11])=[CH:9][NH:8][C:5]2=[N:6][CH:7]=1.[C:13](O)(=[O:20])[C:14]1[CH:19]=[CH:18][CH:17]=[N:16][CH:15]=1.O=C1N(P(Cl)(N2CCOC2=O)=O)CCO1.C(N(CC)CC)C.[Li+].[OH-].C([O-])([O-])=O.[Na+].[Na+], predict the reaction product. The product is: [Br:1][C:2]1[C:3]([F:12])=[C:4]2[C:10]([NH:11][C:13](=[O:20])[C:14]3[CH:19]=[CH:18][CH:17]=[N:16][CH:15]=3)=[CH:9][NH:8][C:5]2=[N:6][CH:7]=1. (10) Given the reactants [OH:1][C@@H:2]([C@H:4]1[C:24](=[O:25])[N:6]2[C:7]([C:21]([O-:23])=[O:22])=[C:8]([S:11]/[CH:12]=[CH:13]\[C:14]3[S:18][CH:17]=[N:16][C:15]=3[CH2:19][OH:20])[C@H:9]([CH3:10])[C@H:5]12)[CH3:3].[Na+].[CH2:27]([O:32][C:33]([O:35][CH2:36]I)=[O:34])[CH2:28][CH2:29][CH2:30][CH3:31], predict the reaction product. The product is: [OH:1][C@@H:2]([C@H:4]1[C:24](=[O:25])[N:6]2[C:7]([C:21]([O:23][CH2:36][O:35][C:33]([O:32][CH2:27][CH2:28][CH2:29][CH2:30][CH3:31])=[O:34])=[O:22])=[C:8]([S:11]/[CH:12]=[CH:13]\[C:14]3[S:18][CH:17]=[N:16][C:15]=3[CH2:19][OH:20])[C@H:9]([CH3:10])[C@H:5]12)[CH3:3].